Dataset: Catalyst prediction with 721,799 reactions and 888 catalyst types from USPTO. Task: Predict which catalyst facilitates the given reaction. (1) Reactant: [CH3:1][O:2][C:3]1[CH:27]=[C:26]([O:28][CH3:29])[CH:25]=[CH:24][C:4]=1[CH2:5][N:6]([C:19]1[S:23][N:22]=[CH:21][N:20]=1)[S:7]([C:10]1[CH:15]=[C:14]([F:16])[C:13](F)=[CH:12][C:11]=1[F:18])(=[O:9])=[O:8].[C:30]1([C@@H:36]2[CH2:41][CH2:40][CH2:39][CH2:38][C@H:37]2[OH:42])[CH:35]=[CH:34][CH:33]=[CH:32][CH:31]=1.[H-].[Na+]. Product: [CH3:1][O:2][C:3]1[CH:27]=[C:26]([O:28][CH3:29])[CH:25]=[CH:24][C:4]=1[CH2:5][N:6]([C:19]1[S:23][N:22]=[CH:21][N:20]=1)[S:7]([C:10]1[CH:15]=[C:14]([F:16])[C:13]([O:42][C@@H:37]2[CH2:38][CH2:39][CH2:40][CH2:41][C@H:36]2[C:30]2[CH:31]=[CH:32][CH:33]=[CH:34][CH:35]=2)=[CH:12][C:11]=1[F:18])(=[O:8])=[O:9]. The catalyst class is: 16. (2) Reactant: [Br:1][C:2]1[CH:11]=[C:10]([Br:12])[C:9]([OH:13])=[C:8]2[C:3]=1[CH:4]=[CH:5][C:6]([CH3:14])=[N:7]2.[Se](=O)=[O:16].O1CCOCC1. Product: [Br:1][C:2]1[CH:11]=[C:10]([Br:12])[C:9]([OH:13])=[C:8]2[C:3]=1[CH:4]=[CH:5][C:6]([CH:14]=[O:16])=[N:7]2. The catalyst class is: 6. (3) The catalyst class is: 4. Product: [CH:1]([O:4][C:5]1[S:9][C:8]([CH2:10][C:11]2[CH:12]=[CH:13][C:14]([NH:17][C:24]3[NH:28][CH2:27][CH2:26][N:25]=3)=[CH:15][CH:16]=2)=[CH:7][CH:6]=1)([CH3:3])[CH3:2]. Reactant: [CH:1]([O:4][C:5]1[S:9][C:8]([CH2:10][C:11]2[CH:16]=[CH:15][C:14]([NH2:17])=[CH:13][CH:12]=2)=[CH:7][CH:6]=1)([CH3:3])[CH3:2].S(O)(O)(=O)=O.Cl[C:24]1[NH:25][CH2:26][CH2:27][N:28]=1. (4) Reactant: CC1(C)C(C)(C)OB([C:9]2[CH:10]=[C:11]([C:15]3[C:16]([C:21]#[N:22])=[CH:17][CH:18]=[CH:19][CH:20]=3)[CH:12]=[CH:13][CH:14]=2)O1.[F-].[K+].Cl[C:27]1[CH:36]=[CH:35][N:34]=[C:33]2[C:28]=1[CH:29]=[CH:30][C:31]([CH3:37])=[N:32]2. Product: [CH3:37][C:31]1[N:32]=[C:33]2[C:28]([C:27]([C:9]3[CH:10]=[C:11]([C:15]4[C:16]([C:21]#[N:22])=[CH:17][CH:18]=[CH:19][CH:20]=4)[CH:12]=[CH:13][CH:14]=3)=[CH:36][CH:35]=[N:34]2)=[CH:29][CH:30]=1. The catalyst class is: 110. (5) Reactant: [C:1]1([C:9]2[CH:14]=[CH:13][CH:12]=[CH:11][CH:10]=2)[C:2]([CH:7]=O)=[CH:3][CH:4]=[CH:5][CH:6]=1.[C:15]([O:19][C:20]([N:22]1[CH2:27][CH2:26][NH:25][CH2:24][CH2:23]1)=[O:21])([CH3:18])([CH3:17])[CH3:16].C(O)(=O)C.C(O[BH-](OC(=O)C)OC(=O)C)(=O)C.[Na+].[OH-].[Na+]. Product: [C:15]([O:19][C:20]([N:22]1[CH2:27][CH2:26][N:25]([CH2:7][C:2]2[CH:3]=[CH:4][CH:5]=[CH:6][C:1]=2[C:9]2[CH:14]=[CH:13][CH:12]=[CH:11][CH:10]=2)[CH2:24][CH2:23]1)=[O:21])([CH3:18])([CH3:16])[CH3:17]. The catalyst class is: 4. (6) Product: [Cl:27][CH2:14][C:12]1[S:13][C:9]([C:4]2([CH3:3])[O:8][CH2:7][CH2:6][O:5]2)=[CH:10][CH:11]=1. Reactant: N#N.[CH3:3][C:4]1([C:9]2[S:13][C:12]([CH2:14]O)=[CH:11][CH:10]=2)[O:8][CH2:7][CH2:6][O:5]1.CCN(CC)CC.S([Cl:27])(C)(=O)=O. The catalyst class is: 64. (7) Reactant: [C:1]([C:3]1[CH:8]=[CH:7][N:6]=[CH:5][CH:4]=1)#[N:2].CO[C:11]([C:13]1[S:14][C:15]([CH3:19])=[CH:16][C:17]=1[NH2:18])=[O:12].C1(C)C=CC=CC=1. Product: [CH3:19][C:15]1[S:14][C:13]2[C:11]([OH:12])=[N:2][C:1]([C:3]3[CH:8]=[CH:7][N:6]=[CH:5][CH:4]=3)=[N:18][C:17]=2[CH:16]=1. The catalyst class is: 12.